This data is from Experimentally validated miRNA-target interactions with 360,000+ pairs, plus equal number of negative samples. The task is: Binary Classification. Given a miRNA mature sequence and a target amino acid sequence, predict their likelihood of interaction. (1) The miRNA is mmu-miR-5627-3p with sequence ACAGGGCUCUCCGGCGCCCCUCGU. The protein sequence of the target gene is MASPQGGQIAIAMRLRNQLQSVYKMDPLRNEEEVRVKIKDLNEHIVCCLCAGYFVDATTITECLHTFCKSCIVKYLQTSKYCPMCNIKIHETQPLLNLKLDRVMQDIVYKLVPGLQDSEEKRIREFYQSRGLDRVTQPTGEEPALSNLGLPFSSFDHSKAHYYRYDEQLNLCLERLSSGKDKNKSVLQNKYVRCSVRAEVRHLRRVLCHRLMLNPQHVQLLFDNEVLPDHMTMKQIWLSRWFGKPSPLLLQYSVKEKRR. Result: 0 (no interaction). (2) The miRNA is mmu-miR-3067-5p with sequence AGUUCUCAGGCCCGCUGUGGUGU. The protein sequence of the target gene is MNFLPNGICFYLSVAICWFSSRVDASWWYMGTLGSQVMCDNIPGLINKQRQLCRQHPKVMQAIGAGIKNWIGECQHQFRTHRWNCNTMAREHNLFGRLLHRSSREAAFVYAISSAGMVYTLTRACSQGELENCSCDPGKKGSSRDAKGAFDWGGCSDHVDHAIKFTQVFIDAKERKERDARALMNLHNNRAGRKAVKRFMNLECKCHGVSGSCNVRTCWLAMADFRQTGDYLRKKYNNAIQVVMNQYGTGFTSAYRMLKRPNKNDLVYFEDSPDYCIWDHESGSVGTGGRVCNRTSRGTD.... Result: 0 (no interaction). (3) The miRNA is mmu-miR-1199-5p with sequence UCUGAGUCCCGGUCGCGCGG. The protein sequence of the target gene is MFVQEEKIFAGKVLRLHICAADGAEWLEEATEDTSVEKLKESCLKHGAHGSLEDPKNVTHHKLIHAASERVLSDSKTILEENIQDQDVLLLIKKRVPSPLPKMADVSAEEKKKQEQKAPDKDAILRATANLPACSTDRTAVQTTMRDFQTELRKILVSLIEVAQKLLALNPDAVELFKKANAMLDEDEDERVDETALRQLTEMGFPESRASKALRLNHMSVPQAMEWLIEHSEDPAIDTPLPGHAAQAGASAAATTSSTSSEAAVGTSVEDEESRDELTEIFKKIRRKKEFRADARAVIS.... Result: 1 (interaction). (4) The miRNA is hsa-miR-30c-5p with sequence UGUAAACAUCCUACACUCUCAGC. The protein sequence of the target gene is MSLDFGSVALPVQNEDEEYDEEDYEREKELQQLLTDLPHDMLDDDLSSPELQYSDCSEDGTDGQPHHPEQLEMSWNEQMLPKSQSVNGYNEIQSLYAGEKCGNVWEENRSKTEDRHPVYHPEEGGDEGGSGYSPPSKCEQTDLYHLPENFRPYTNGQKQEFNNQATNVIKFSDPQWNHFQGPSCQGLEPYNKVTYKPYQSSAQNNGSPAQEITGSDTFEGLQQQFLGANENSAENMQIIQLQVLNKAKERQLENLIEKLNESERQIRYLNHQLVIIKDEKDGLTLSLRESQKLFQNGKER.... Result: 1 (interaction). (5) The miRNA is hsa-miR-4739 with sequence AAGGGAGGAGGAGCGGAGGGGCCCU. The protein sequence of the target gene is MATVGEWSCVRCTFLNPAGQRQCSICEAPRHKPDLNHILRLSVEEQKWPCARCTFRNFLGKEACEVCGFTPEPAPGAAFLPVLNGVLPKPPAILGEPKGSCQEEAGPVRTAGLVATEPARGQCEDKDEEEKEEQEEEEGAAEPRGGWACPRCTLHNTPVASSCSVCGGPRRLSLPRIPPEALVVPEVVAPAGFHVVPAAPPPGLPGEGAEANPPATSQGPAAEPEPPRVPPFSPFSSTLQNNPVPRSRREVPPQLQPPVPEAAQPSPSAGCRGAPQGSGWAGASRLAELLSGKRLSVLEE.... Result: 1 (interaction). (6) The miRNA is hsa-miR-6873-5p with sequence CAGAGGGAAUACAGAGGGCAAU. The protein sequence of the target gene is MPTDHEEPCGPSHKSFCLNGGLCYVIPTIPSPFCRCVENYTGARCEEVFLPGSSIQTKSNLFEAFVALAVLVTLIIGAFYFLCRKGHFQRASSVQYDINLVETSSTSAHHSHEQH. Result: 1 (interaction). (7) The miRNA is hsa-miR-6805-5p with sequence UAGGGGGCGGCUUGUGGAGUGU. The protein sequence of the target gene is MRLHRLRARLSAVACGLLLLLVRGQGQDSASPIRTTHTGQVLGSLVHVKGANAGVQTFLGIPFAKPPLGPLRFAPPEPPESWSGVRDGTTHPAMCLQDLTAVESEFLSQFNMTFPSDSMSEDCLYLSIYTPAHSHEGSNLPVMVWIHGGALVFGMASLYDGSMLAALENVVVVIIQYRLGVLGFFSTGDKHATGNWGYLDQVAALRWVQQNIAHFGGNPDRVTIFGESAGGTSVSSLVVSPISQGLFHGAIMESGVALLPGLIASSADVISTVVANLSACDQVDSEALVGCLRGKSKEEI.... Result: 1 (interaction). (8) The miRNA is hsa-miR-6516-5p with sequence UUUGCAGUAACAGGUGUGAGCA. The protein sequence of the target gene is MGTRDDEYDYLFKVVLIGDSGVGKSNLLSRFTRNEFNLESKSTIGVEFATRSIQVDGKTIKAQIWDTAGQERYRAITSAYYRGAVGALLVYDIAKHLTYENVERWLKELRDHADSNIVIMLVGNKSDLRHLRAVPTDEARAFAEKNNLSFIETSALDSTNVEEAFKNILTEIYRIVSQKQIADRAAHDESPGNNVVDISVPPTTDGQKPNKLQCCQNL. Result: 1 (interaction). (9) The miRNA is hsa-let-7f-2-3p with sequence CUAUACAGUCUACUGUCUUUCC. The protein sequence of the target gene is MAYPGHPGAGGGYYPGGYGGAPGGPAFPGQTQDPLYGYFAAVAGQDGQIDADELQRCLTQSGIAGGYKPFNLETCRLMVSMLDRDMSGTMGFNEFKELWAVLNGWRQHFISFDTDRSGTVDPQELQKALTTMGFRLSPQAVNSIAKRYSTNGKITFDDYIACCVKLRALTDSFRRRDTAQQGVVNFPYDDFIQCVMSV. Result: 1 (interaction).